This data is from Full USPTO retrosynthesis dataset with 1.9M reactions from patents (1976-2016). The task is: Predict the reactants needed to synthesize the given product. (1) Given the product [CH3:1][C@H:2]1[NH:3][CH2:4][CH2:5][N:6]([C:8]([O:10][C:11]([CH3:14])([CH3:13])[CH3:12])=[O:9])[CH2:7]1, predict the reactants needed to synthesize it. The reactants are: [CH3:1][C@@H:2]1[CH2:7][NH:6][CH2:5][CH2:4][NH:3]1.[C:8](O[C:8]([O:10][C:11]([CH3:14])([CH3:13])[CH3:12])=[O:9])([O:10][C:11]([CH3:14])([CH3:13])[CH3:12])=[O:9]. (2) Given the product [CH:5]([N:18]1[CH2:21][C:20]([CH2:1][CH3:2])([OH:22])[CH2:19]1)([C:12]1[CH:17]=[CH:16][CH:15]=[CH:14][CH:13]=1)[C:6]1[CH:7]=[CH:8][CH:9]=[CH:10][CH:11]=1, predict the reactants needed to synthesize it. The reactants are: [CH2:1]([Mg]Br)[CH3:2].[CH:5]([N:18]1[CH2:21][C:20](=[O:22])[CH2:19]1)([C:12]1[CH:17]=[CH:16][CH:15]=[CH:14][CH:13]=1)[C:6]1[CH:11]=[CH:10][CH:9]=[CH:8][CH:7]=1. (3) Given the product [CH3:31][CH:32]([NH:34][C:28]([CH:26]1[CH2:25][CH2:24][C:23]2[C:16]3[C:15]([NH:14][C:6]4[CH:7]=[C:8]5[C:12](=[CH:13][C:5]=4[O:4][CH:2]([CH3:3])[CH3:1])[NH:11][N:10]=[CH:9]5)=[N:20][CH:19]=[N:18][C:17]=3[S:21][C:22]=2[CH2:27]1)=[O:30])[CH3:33], predict the reactants needed to synthesize it. The reactants are: [CH3:1][CH:2]([O:4][C:5]1[CH:13]=[C:12]2[C:8]([CH:9]=[N:10][NH:11]2)=[CH:7][C:6]=1[NH:14][C:15]1[C:16]2[C:23]3[CH2:24][CH2:25][CH:26]([C:28]([OH:30])=O)[CH2:27][C:22]=3[S:21][C:17]=2[N:18]=[CH:19][N:20]=1)[CH3:3].[CH3:31][CH:32]([NH2:34])[CH3:33].